Predict the reactants needed to synthesize the given product. From a dataset of Full USPTO retrosynthesis dataset with 1.9M reactions from patents (1976-2016). The reactants are: [C:1](Cl)(=[O:4])[CH:2]=[CH2:3].[NH2:6][C:7]1[C:8]([N:34]2[CH2:39][CH2:38][N:37]([CH3:40])[CH2:36][CH2:35]2)=[CH:9][C:10]([O:32][CH3:33])=[C:11]([NH:13][C:14]2[N:19]=[C:18]([C:20]3[C:28]4[C:23](=[CH:24][CH:25]=[CH:26][CH:27]=4)[N:22]([CH3:29])[CH:21]=3)[C:17]([C:30]#[N:31])=[CH:16][N:15]=2)[CH:12]=1.CCN(C(C)C)C(C)C. Given the product [C:30]([C:17]1[C:18]([C:20]2[C:28]3[C:23](=[CH:24][CH:25]=[CH:26][CH:27]=3)[N:22]([CH3:29])[CH:21]=2)=[N:19][C:14]([NH:13][C:11]2[C:10]([O:32][CH3:33])=[CH:9][C:8]([N:34]3[CH2:35][CH2:36][N:37]([CH3:40])[CH2:38][CH2:39]3)=[C:7]([NH:6][C:1](=[O:4])[CH:2]=[CH2:3])[CH:12]=2)=[N:15][CH:16]=1)#[N:31], predict the reactants needed to synthesize it.